This data is from Reaction yield outcomes from USPTO patents with 853,638 reactions. The task is: Predict the reaction yield, written as a fraction of the theoretical maximum amount of product (1.0 means a 100% yield; for example, 0.34 means a 34% yield). (1) The reactants are Cl[C:2]1[C:3]([N+]([O-])=O)=[N:4][S:5][N:6]=1.C(N(CC)CC)C.[CH2:17]([NH2:24])[C:18]1[CH:23]=[CH:22][CH:21]=[CH:20][CH:19]=1.C[N:26]1[C:30](=O)[CH2:29][CH2:28][CH2:27]1. The catalyst is C(O)C.[Pd]. The product is [NH2:26][C:27]1[C:3]2[C:2](=[N:6][S:5][N:4]=2)[CH:30]=[CH:29][C:28]=1[NH:24][CH2:17][C:18]1[CH:23]=[CH:22][CH:21]=[CH:20][CH:19]=1. The yield is 1.00. (2) The reactants are Cl[C:2]1[N:3]=[C:4]([N:15]2[CH2:20][CH2:19][O:18][CH2:17][C@@H:16]2[CH3:21])[C:5]2[CH2:10][N:9]([C:11]([O:13][CH3:14])=[O:12])[CH2:8][C:6]=2[N:7]=1.[CH2:22]([NH:24][C:25]([NH:27][C:28]1[CH:33]=[CH:32][C:31](B2OC(C)(C)C(C)(C)O2)=[C:30]([F:43])[CH:29]=1)=[O:26])[CH3:23].ClCCl.C(=O)([O-])[O-].[Na+].[Na+]. The catalyst is C1C=CC(P(C2C=CC=CC=2)[C-]2C=CC=C2)=CC=1.C1C=CC(P(C2C=CC=CC=2)[C-]2C=CC=C2)=CC=1.Cl[Pd]Cl.[Fe+2].CCO.O.COCCOC. The product is [CH2:22]([NH:24][C:25](=[O:26])[NH:27][C:28]1[CH:33]=[CH:32][C:31]([C:2]2[N:3]=[C:4]([N:15]3[CH2:20][CH2:19][O:18][CH2:17][C@@H:16]3[CH3:21])[C:5]3[CH2:10][N:9]([C:11]([O:13][CH3:14])=[O:12])[CH2:8][C:6]=3[N:7]=2)=[C:30]([F:43])[CH:29]=1)[CH3:23]. The yield is 0.0400. (3) The reactants are [CH3:1][NH:2][C@@H:3]1[C:8]2[CH:9]=[CH:10][CH:11]=[CH:12][C:7]=2[C@H:6]([C:13]2[CH:14]=[CH:15][C:16]([Cl:20])=[C:17]([Cl:19])[CH:18]=2)[CH2:5][CH2:4]1.[ClH:21]. The catalyst is O. The yield is 0.768. The product is [CH3:1][NH:2][C@@H:3]1[C:8]2[CH:9]=[CH:10][CH:11]=[CH:12][C:7]=2[C@H:6]([C:13]2[CH:14]=[CH:15][C:16]([Cl:20])=[C:17]([Cl:19])[CH:18]=2)[CH2:5][CH2:4]1.[ClH:21]. (4) The reactants are [I:1][C:2]1[CH:3]=[C:4]2[C:9](=[CH:10][CH:11]=1)[N:8]=[CH:7][N:6]=[C:5]2[CH:12]1[CH2:17][CH2:16][NH:15][CH2:14][CH2:13]1.[N+](C1C=CC([O:27][C:28](=O)[NH:29][C:30]2[CH:35]=[CH:34][C:33]([O:36][CH:37]([CH3:39])[CH3:38])=[CH:32][CH:31]=2)=CC=1)([O-])=O.CCN(C(C)C)C(C)C. The catalyst is C(Cl)(Cl)Cl. The product is [CH:37]([O:36][C:33]1[CH:34]=[CH:35][C:30]([NH:29][C:28]([N:15]2[CH2:16][CH2:17][CH:12]([C:5]3[C:4]4[C:9](=[CH:10][CH:11]=[C:2]([I:1])[CH:3]=4)[N:8]=[CH:7][N:6]=3)[CH2:13][CH2:14]2)=[O:27])=[CH:31][CH:32]=1)([CH3:39])[CH3:38]. The yield is 0.420. (5) The reactants are C(OP([CH:9]([C:12]1[CH:17]=[CH:16][C:15]([Br:18])=[CH:14][CH:13]=1)[O:10][CH3:11])(=O)OCC)C.[H-].[Na+].[N:21]1[CH:26]=[CH:25][CH:24]=[N:23][C:22]=1[N:27]1[CH:32]2[CH2:33][CH2:34][CH:28]1[CH2:29][C:30](=O)[CH2:31]2. The catalyst is COCCOC. The product is [Br:18][C:15]1[CH:14]=[CH:13][C:12]([C:9]([O:10][CH3:11])=[C:30]2[CH2:31][CH:32]3[N:27]([C:22]4[N:21]=[CH:26][CH:25]=[CH:24][N:23]=4)[CH:28]([CH2:34][CH2:33]3)[CH2:29]2)=[CH:17][CH:16]=1. The yield is 0.300.